From a dataset of Experimentally validated miRNA-target interactions with 360,000+ pairs, plus equal number of negative samples. Binary Classification. Given a miRNA mature sequence and a target amino acid sequence, predict their likelihood of interaction. The miRNA is hsa-miR-6826-5p with sequence UCAAUAGGAAAGAGGUGGGACCU. The protein sequence of the target gene is MGNGTEEDYNFVFKVVLIGESGVGKTNLLSRFTRNEFSHDSRTTIGVEFSTRTVMLGTAAVKAQIWDTAGLERYRAITSAYYRGAVGALLVFDLTKHQTYAVVERWLKELYDHAEATIVVMLVGNKSDLSQAREVPTEEARMFAENNGLLFLETSALDSTNVELAFETVLKEIFAKVSKQRQNSIRTNAITLGSAQAGQEPGPGEKRACCISL. Result: 0 (no interaction).